This data is from Peptide-MHC class II binding affinity with 134,281 pairs from IEDB. The task is: Regression. Given a peptide amino acid sequence and an MHC pseudo amino acid sequence, predict their binding affinity value. This is MHC class II binding data. (1) The peptide sequence is TVVMQVKVPKGAPCR. The MHC is DRB1_0404 with pseudo-sequence DRB1_0404. The binding affinity (normalized) is 0.165. (2) The peptide sequence is GILQAYDLRDAPETP. The MHC is HLA-DPA10201-DPB11401 with pseudo-sequence HLA-DPA10201-DPB11401. The binding affinity (normalized) is 0.0161. (3) The peptide sequence is DLDDEQEILNYMSPH. The MHC is HLA-DQA10102-DQB10501 with pseudo-sequence HLA-DQA10102-DQB10501. The binding affinity (normalized) is 0.342. (4) The peptide sequence is GELQIVDKIDAAFRI. The MHC is DRB1_0101 with pseudo-sequence DRB1_0101. The binding affinity (normalized) is 0.578. (5) The peptide sequence is YDKFLANVSTVLTGF. The MHC is DRB1_1001 with pseudo-sequence DRB1_1001. The binding affinity (normalized) is 0.644. (6) The peptide sequence is KKLVSGWNSITVMPLLC. The MHC is DRB3_0301 with pseudo-sequence DRB3_0301. The binding affinity (normalized) is 0.723. (7) The peptide sequence is LVAAVIGWMLGSNTMQRV. The MHC is DRB1_1101 with pseudo-sequence DRB1_1101. The binding affinity (normalized) is 0.0453.